Dataset: PAMPA (Parallel Artificial Membrane Permeability Assay) permeability data from NCATS. Task: Regression/Classification. Given a drug SMILES string, predict its absorption, distribution, metabolism, or excretion properties. Task type varies by dataset: regression for continuous measurements (e.g., permeability, clearance, half-life) or binary classification for categorical outcomes (e.g., BBB penetration, CYP inhibition). Dataset: pampa_ncats. (1) The compound is C1=CC=C2C(=C1)C(=NC(=N2)C3=CC=NC=C3)C4=CC(=C(C=C4)F)F. The result is 1 (high permeability). (2) The compound is CC1=NN2CCCN(C2=C1C3=CC=CC=C3C4=CC=CC=C4)CC5=CC=CC=C5. The result is 1 (high permeability).